Dataset: Peptide-MHC class II binding affinity with 134,281 pairs from IEDB. Task: Regression. Given a peptide amino acid sequence and an MHC pseudo amino acid sequence, predict their binding affinity value. This is MHC class II binding data. (1) The peptide sequence is SQDLEVSWNLNGLQAY. The MHC is DRB1_1302 with pseudo-sequence DRB1_1302. The binding affinity (normalized) is 0.506. (2) The peptide sequence is APQLPDDLMIRVIAQ. The MHC is DRB1_1602 with pseudo-sequence DRB1_1602. The binding affinity (normalized) is 0.156. (3) The binding affinity (normalized) is 0.459. The MHC is DRB1_1201 with pseudo-sequence DRB1_1201. The peptide sequence is CNANPGLMKDVAKVF. (4) The peptide sequence is INLIIHYVDRPGALG. The MHC is DRB4_0101 with pseudo-sequence DRB4_0103. The binding affinity (normalized) is 0.368. (5) The peptide sequence is AFKVAATVANAAPAN. The MHC is HLA-DPA10103-DPB10301 with pseudo-sequence HLA-DPA10103-DPB10301. The binding affinity (normalized) is 0.628. (6) The peptide sequence is EKKYFAATQWEPLAA. The MHC is DRB1_0101 with pseudo-sequence DRB1_0101. The binding affinity (normalized) is 0.587. (7) The peptide sequence is APQLPDDLMIRVIAQ. The MHC is DRB1_0101 with pseudo-sequence DRB1_0101. The binding affinity (normalized) is 0.183.